This data is from Full USPTO retrosynthesis dataset with 1.9M reactions from patents (1976-2016). The task is: Predict the reactants needed to synthesize the given product. (1) Given the product [C:32]1([C:35]2[CH:40]=[CH:39][CH:38]=[CH:37][CH:36]=2)[CH:31]=[CH:30][C:29]([N:26]2[CH:27]=[CH:28][N:24]([CH:11]([C:12]([NH:14][C@H:15]([C:20](=[O:23])[NH:21][CH3:22])[C:16]([CH3:19])([CH3:17])[CH3:18])=[O:13])[CH2:10][C:9]([OH:41])=[O:8])[CH2:25]2)=[CH:34][CH:33]=1, predict the reactants needed to synthesize it. The reactants are: C([O:8][C:9](=[O:41])[CH2:10][CH:11]([N:24]1[CH:28]=[CH:27][N:26]([C:29]2[CH:34]=[CH:33][C:32]([C:35]3[CH:40]=[CH:39][CH:38]=[CH:37][CH:36]=3)=[CH:31][CH:30]=2)[CH2:25]1)[C:12]([NH:14][C@H:15]([C:20](=[O:23])[NH:21][CH3:22])[C:16]([CH3:19])([CH3:18])[CH3:17])=[O:13])C1C=CC=CC=1. (2) Given the product [ClH:84].[ClH:84].[CH3:66][C:50]1[CH:49]=[C:48]([NH:47][C@@H:40]([C:41]2[CH:42]=[CH:43][CH:44]=[CH:45][CH:46]=2)[C@@H:35]2[CH2:36][CH2:37][CH2:38][CH2:39][NH:34]2)[C:57]2[C:52](=[C:53]([O:58][CH2:59][CH2:60][NH:61][S:62]([CH3:65])(=[O:63])=[O:64])[CH:54]=[CH:55][CH:56]=2)[N:51]=1, predict the reactants needed to synthesize it. The reactants are: C1(P(C2C=CC=CC=2)CCCCP(C2C=CC=CC=2)C2C=CC=CC=2)C=CC=CC=1.C([N:34]1[CH2:39][CH2:38][CH2:37][CH2:36][C@H:35]1[C@@H:40]([NH:47][C:48]1[C:57]2[C:52](=[C:53]([O:58][CH2:59][CH2:60][NH:61][S:62]([CH3:65])(=[O:64])=[O:63])[CH:54]=[CH:55][CH:56]=2)[N:51]=[C:50]([CH3:66])[CH:49]=1)[C:41]1[CH:46]=[CH:45][CH:44]=[CH:43][CH:42]=1)C=C.SC1C=CC=CC=1C(O)=O.[OH-].[Na+].C(O)(C)C.O.[ClH:84]. (3) Given the product [CH3:2][C:1]1[NH:4][C:8]2[C:13]([C:14]([F:17])([F:16])[F:15])=[CH:12][C:11]([NH2:18])=[CH:10][C:9]=2[N:21]=1, predict the reactants needed to synthesize it. The reactants are: [C:1]([N:4]([C:8]1[C:13]([C:14]([F:17])([F:16])[F:15])=[CH:12][C:11]([N+:18]([O-])=O)=[CH:10][C:9]=1[N+:21]([O-])=O)C(=O)C)(=O)[CH3:2].[H][H].